From a dataset of TCR-epitope binding with 47,182 pairs between 192 epitopes and 23,139 TCRs. Binary Classification. Given a T-cell receptor sequence (or CDR3 region) and an epitope sequence, predict whether binding occurs between them. The epitope is NLWNTFTRL. The TCR CDR3 sequence is CASSYDRGYEQYF. Result: 1 (the TCR binds to the epitope).